From a dataset of HIV replication inhibition screening data with 41,000+ compounds from the AIDS Antiviral Screen. Binary Classification. Given a drug SMILES string, predict its activity (active/inactive) in a high-throughput screening assay against a specified biological target. (1) The molecule is CCCCC=CC1Cc2ccccc2CN1S(=O)(=O)c1ccc(C)cc1. The result is 0 (inactive). (2) The molecule is COC(=O)C1C(=O)N(C)C(=O)N2CCCC12. The result is 0 (inactive). (3) The drug is CN(C)C(=O)OCOP(=O)(OCOC(=O)N(C)C)OCC1CCC(n2ccc(=O)[nH]c2=O)O1. The result is 0 (inactive). (4) The drug is CCCCC=CC(O)(C(=O)OC1CN2CCC1CC2)c1ccccc1. The result is 0 (inactive).